Dataset: NCI-60 drug combinations with 297,098 pairs across 59 cell lines. Task: Regression. Given two drug SMILES strings and cell line genomic features, predict the synergy score measuring deviation from expected non-interaction effect. (1) Drug 1: C1=CC(=CC=C1CCC2=CNC3=C2C(=O)NC(=N3)N)C(=O)NC(CCC(=O)O)C(=O)O. Drug 2: CC(C1=C(C=CC(=C1Cl)F)Cl)OC2=C(N=CC(=C2)C3=CN(N=C3)C4CCNCC4)N. Cell line: A498. Synergy scores: CSS=16.5, Synergy_ZIP=-3.64, Synergy_Bliss=-5.63, Synergy_Loewe=-8.68, Synergy_HSA=-3.86. (2) Drug 1: C1=C(C(=O)NC(=O)N1)F. Drug 2: CC1CCC2CC(C(=CC=CC=CC(CC(C(=O)C(C(C(=CC(C(=O)CC(OC(=O)C3CCCCN3C(=O)C(=O)C1(O2)O)C(C)CC4CCC(C(C4)OC)O)C)C)O)OC)C)C)C)OC. Cell line: ACHN. Synergy scores: CSS=38.9, Synergy_ZIP=-4.49, Synergy_Bliss=-4.93, Synergy_Loewe=1.58, Synergy_HSA=2.74. (3) Drug 1: CN1CCC(CC1)COC2=C(C=C3C(=C2)N=CN=C3NC4=C(C=C(C=C4)Br)F)OC. Drug 2: COC1=C2C(=CC3=C1OC=C3)C=CC(=O)O2. Cell line: NCIH23. Synergy scores: CSS=4.96, Synergy_ZIP=-1.49, Synergy_Bliss=-0.311, Synergy_Loewe=-4.26, Synergy_HSA=-1.09. (4) Drug 1: CC1=C2C(C(=O)C3(C(CC4C(C3C(C(C2(C)C)(CC1OC(=O)C(C(C5=CC=CC=C5)NC(=O)OC(C)(C)C)O)O)OC(=O)C6=CC=CC=C6)(CO4)OC(=O)C)OC)C)OC. Drug 2: C1CCC(C(C1)N)N.C(=O)(C(=O)[O-])[O-].[Pt+4]. Cell line: PC-3. Synergy scores: CSS=58.4, Synergy_ZIP=11.7, Synergy_Bliss=12.6, Synergy_Loewe=2.14, Synergy_HSA=15.9.